Predict the reaction yield, written as a fraction of the theoretical maximum amount of product (1.0 means a 100% yield; for example, 0.34 means a 34% yield). From a dataset of Reaction yield outcomes from USPTO patents with 853,638 reactions. (1) The reactants are F[C:2]1[N:7]=[C:6]([NH2:8])[CH:5]=[CH:4][CH:3]=1.[CH3:9][C@@H:10]1[CH2:14][CH2:13][CH2:12][NH:11]1. The catalyst is O. The product is [CH3:9][C@@H:10]1[CH2:14][CH2:13][CH2:12][N:11]1[C:2]1[N:7]=[C:6]([NH2:8])[CH:5]=[CH:4][CH:3]=1. The yield is 0.820. (2) The reactants are [OH:1]O.[Br:3][C:4]1[C:13](B(O)O)=[CH:12][C:11]2[C:6](=[CH:7][CH:8]=[C:9]([O:17][CH3:18])[CH:10]=2)[N:5]=1.[NH4+].[Cl-]. The catalyst is CCOCC.O. The product is [Br:3][C:4]1[C:13]([OH:1])=[CH:12][C:11]2[C:6](=[CH:7][CH:8]=[C:9]([O:17][CH3:18])[CH:10]=2)[N:5]=1. The yield is 1.00. (3) The reactants are C([N:5]1[CH2:9][CH2:8][N:7]([C:10]2[CH:15]=[CH:14][C:13]([N:16]3[CH:21]=[C:20]([O:22][CH3:23])[C:19](=[O:24])[C:18]([C:25]4[N:29]([C:30]5[CH:35]=[CH:34][CH:33]=[CH:32][CH:31]=5)[N:28]=[CH:27][CH:26]=4)=[N:17]3)=[C:12]([F:36])[CH:11]=2)[C:6]1=[O:37])(C)(C)C. The catalyst is FC(F)(F)C(O)=O. The product is [F:36][C:12]1[CH:11]=[C:10]([N:7]2[CH2:8][CH2:9][NH:5][C:6]2=[O:37])[CH:15]=[CH:14][C:13]=1[N:16]1[CH:21]=[C:20]([O:22][CH3:23])[C:19](=[O:24])[C:18]([C:25]2[N:29]([C:30]3[CH:31]=[CH:32][CH:33]=[CH:34][CH:35]=3)[N:28]=[CH:27][CH:26]=2)=[N:17]1. The yield is 0.750.